From a dataset of Forward reaction prediction with 1.9M reactions from USPTO patents (1976-2016). Predict the product of the given reaction. (1) Given the reactants [F:1][C:2]1[CH:8]=[CH:7][CH:6]=[C:5]([CH:9]([CH3:11])[CH3:10])[C:3]=1[NH2:4].C(=O)(O)[O-].[Na+].[C:17](Cl)(Cl)=[S:18].O.[NH2:22][NH2:23], predict the reaction product. The product is: [F:1][C:2]1[CH:8]=[CH:7][CH:6]=[C:5]([CH:9]([CH3:11])[CH3:10])[C:3]=1[NH:4][C:17]([NH:22][NH2:23])=[S:18]. (2) Given the reactants CO.[N+:3]([C:6]1[CH:11]=[CH:10][C:9]([C:12]2[N:13]=[C:14]3[CH:19]=[CH:18][CH:17]=[CH:16][N:15]3[CH:20]=2)=[CH:8][CH:7]=1)([O-])=O, predict the reaction product. The product is: [N:13]1[C:12]([C:9]2[CH:10]=[CH:11][C:6]([NH2:3])=[CH:7][CH:8]=2)=[CH:20][N:15]2[CH:16]=[CH:17][CH:18]=[CH:19][C:14]=12. (3) Given the reactants C(O[C:6](=O)[N:7]([CH:9]1[CH2:14][CH2:13][C:12]([C:15]2[C:20]([CH3:21])=[CH:19][C:18]([Br:22])=[CH:17][N:16]=2)=[CH:11][CH2:10]1)C)(C)(C)C.FC(F)(F)C(O)=O.C(=O)([O-])O.[Na+], predict the reaction product. The product is: [Br:22][C:18]1[CH:19]=[C:20]([CH3:21])[C:15]([C:12]2[CH2:13][CH2:14][CH:9]([NH:7][CH3:6])[CH2:10][CH:11]=2)=[N:16][CH:17]=1. (4) Given the reactants [Br:1][C:2]1[CH:16]=[CH:15][C:14]([F:17])=[CH:13][C:3]=1[O:4][CH:5]1[CH2:10][CH2:9][N:8]([C:11]#[N:12])[CH2:7][CH2:6]1.Cl.[NH2:19][OH:20].C([O-])([O-])=O.[Na+].[Na+], predict the reaction product. The product is: [Br:1][C:2]1[CH:16]=[CH:15][C:14]([F:17])=[CH:13][C:3]=1[O:4][CH:5]1[CH2:10][CH2:9][N:8]([C:11](=[N:19][OH:20])[NH2:12])[CH2:7][CH2:6]1.